From a dataset of Full USPTO retrosynthesis dataset with 1.9M reactions from patents (1976-2016). Predict the reactants needed to synthesize the given product. (1) The reactants are: [CH:1]1([NH:4][C:5]([C:7]2[C:16](=[O:17])[C:15]3[C:10](=[N:11][CH:12]=[CH:13][CH:14]=3)[N:9]([C:18]3[CH:23]=[CH:22][CH:21]=[C:20](Br)[CH:19]=3)[CH:8]=2)=[O:6])[CH2:3][CH2:2]1.[S:25]([C:29]1[CH:34]=[CH:33][C:32](B2OC(C)(C)C(C)(C)O2)=[CH:31][CH:30]=1)(=[O:28])(=[O:27])[NH2:26].C1(P(C2C=CC=CC=2)C2C=CC=CC=2)C=CC=CC=1.C(=O)([O-])[O-].[Na+].[Na+]. Given the product [CH:1]1([NH:4][C:5]([C:7]2[C:16](=[O:17])[C:15]3[C:10](=[N:11][CH:12]=[CH:13][CH:14]=3)[N:9]([C:18]3[CH:23]=[CH:22][CH:21]=[C:20]([C:32]4[CH:33]=[CH:34][C:29]([S:25](=[O:28])(=[O:27])[NH2:26])=[CH:30][CH:31]=4)[CH:19]=3)[CH:8]=2)=[O:6])[CH2:3][CH2:2]1, predict the reactants needed to synthesize it. (2) Given the product [CH3:19][O:18][C:15]1[CH:14]=[CH:13][C:12]([N:10]2[CH:11]=[C:7]([C:4]#[N:5])[CH:8]=[N:9]2)=[CH:17][CH:16]=1, predict the reactants needed to synthesize it. The reactants are: C([Zn][C:4]#[N:5])#N.Br[C:7]1[CH:8]=[N:9][N:10]([C:12]2[CH:17]=[CH:16][C:15]([O:18][CH3:19])=[CH:14][CH:13]=2)[CH:11]=1.O. (3) Given the product [CH2:1]([NH:8][CH2:9][C:10]1[CH:11]=[C:12]2[C:16](=[CH:17][C:18]=1[NH2:19])[N:15]([C:22]([C:29]1[CH:30]=[CH:31][CH:32]=[CH:33][CH:34]=1)([C:35]1[CH:40]=[CH:39][CH:38]=[CH:37][CH:36]=1)[C:23]1[CH:28]=[CH:27][CH:26]=[CH:25][CH:24]=1)[N:14]=[C:13]2[C:41]1[CH:42]=[CH:43][N:44]=[CH:45][CH:46]=1)[C:2]1[CH:3]=[CH:4][CH:5]=[CH:6][CH:7]=1, predict the reactants needed to synthesize it. The reactants are: [CH2:1]([NH:8][CH2:9][C:10]1[CH:11]=[C:12]2[C:16](=[CH:17][C:18]=1[N+:19]([O-])=O)[N:15]([C:22]([C:35]1[CH:40]=[CH:39][CH:38]=[CH:37][CH:36]=1)([C:29]1[CH:34]=[CH:33][CH:32]=[CH:31][CH:30]=1)[C:23]1[CH:28]=[CH:27][CH:26]=[CH:25][CH:24]=1)[N:14]=[C:13]2[C:41]1[CH:46]=[CH:45][N:44]=[CH:43][CH:42]=1)[C:2]1[CH:7]=[CH:6][CH:5]=[CH:4][CH:3]=1. (4) Given the product [P:2]([F:15])([F:38])([O-:13])=[O:1].[CH2:22]([N+:26]1[CH:30]=[CH:29][N:28]([CH3:31])[CH:27]=1)[CH2:23][CH2:24][CH3:25], predict the reactants needed to synthesize it. The reactants are: [O:1]=[P:2]12[O:13]P3(OP(OP(O3)(O1)=O)(=O)O2)=O.[F:15][P-](F)(F)(F)(F)F.[CH2:22]([N+:26]1[CH:30]=[CH:29][N:28]([CH3:31])[CH:27]=1)[CH2:23][CH2:24][CH3:25].C(=O)(OC)OC.[FH:38]. (5) Given the product [CH3:25][C:20]1[C:19]([C:5]2[CH:4]=[N:3][C:2]3[C:18]4[CH:17]=[CH:16][C:11]([C:12]([O:14][CH3:15])=[O:13])=[CH:10][C:9]=4[NH:8][C:7]=3[CH:6]=2)=[C:23]([CH3:24])[O:22][N:21]=1, predict the reactants needed to synthesize it. The reactants are: Cl[C:2]1[C:7]([NH:8][C:9]2[CH:10]=[C:11]([CH:16]=[CH:17][CH:18]=2)[C:12]([O:14][CH3:15])=[O:13])=[CH:6][C:5]([C:19]2[C:20]([CH3:25])=[N:21][O:22][C:23]=2[CH3:24])=[CH:4][N:3]=1.O.O.O.C([O-])(=O)C.[Na+]. (6) Given the product [Br:3][C:4]1[CH:5]=[C:6]([C:10]2([C:12]3[CH:17]=[CH:16][C:15]([O:18][CH3:19])=[C:14]([Cl:20])[CH:13]=3)[CH2:11][O:24][C:23]([NH2:25])=[N:22]2)[CH:7]=[CH:8][CH:9]=1, predict the reactants needed to synthesize it. The reactants are: II.[Br:3][C:4]1[CH:5]=[C:6]([C:10]([C:12]2[CH:17]=[CH:16][C:15]([O:18][CH3:19])=[C:14]([Cl:20])[CH:13]=2)=[CH2:11])[CH:7]=[CH:8][CH:9]=1.N.[NH2:22][C:23]([NH2:25])=[O:24]. (7) The reactants are: [Cl:1][C:2]1[CH:3]=[C:4]([C@@H:12]([CH2:22][CH:23]2[CH2:27][CH2:26][CH2:25][CH2:24]2)[C:13]([NH:15][C:16]2[CH:20]=[CH:19][N:18]([CH3:21])[N:17]=2)=[O:14])[CH:5]=[CH:6][C:7]=1[S:8]([CH3:11])(=[O:10])=[O:9].[C:28](Cl)(=O)C(Cl)=O.N1C(C)=CC=CC=1C.C(N1C=CC(N)=N1)C. Given the product [Cl:1][C:2]1[CH:3]=[C:4]([C@@H:12]([CH2:22][CH:23]2[CH2:24][CH2:25][CH2:26][CH2:27]2)[C:13]([NH:15][C:16]2[CH:20]=[CH:19][N:18]([CH2:21][CH3:28])[N:17]=2)=[O:14])[CH:5]=[CH:6][C:7]=1[S:8]([CH3:11])(=[O:10])=[O:9], predict the reactants needed to synthesize it.